From a dataset of Forward reaction prediction with 1.9M reactions from USPTO patents (1976-2016). Predict the product of the given reaction. (1) Given the reactants C[O:2][C:3]1[CH:4]=[C:5]([CH:9]=[O:10])[CH:6]=[CH:7][CH:8]=1.BrCCCl.C(N(C(C)C)CC)(C)C.CNC.B(Br)(Br)Br, predict the reaction product. The product is: [OH:2][C:3]1[CH:4]=[C:5]([CH:9]=[O:10])[CH:6]=[CH:7][CH:8]=1. (2) Given the reactants [C:1]([NH:9][C:10]1[CH:15]=[CH:14][C:13]([C:16]2[CH:24]=[C:23]3[C:19]([CH2:20][N:21]([C@@H:26]([CH:31]([CH3:33])[CH3:32])[C:27]([O:29][CH3:30])=[O:28])[C:22]3=[O:25])=[CH:18][CH:17]=2)=[CH:12][CH:11]=1)(=[O:8])[C:2]1[CH:7]=[CH:6][CH:5]=[CH:4][CH:3]=1.NC1C=CC(C2C=C3C(CN([C@@H](C(C)C)C(OC)=O)C3=O)=CC=2)=CC=1.C1(C(Cl)=O)CCCCC1, predict the reaction product. The product is: [CH:2]1([C:1]([NH:9][C:10]2[CH:15]=[CH:14][C:13]([C:16]3[CH:24]=[C:23]4[C:19]([CH2:20][N:21]([C@@H:26]([CH:31]([CH3:33])[CH3:32])[C:27]([O:29][CH3:30])=[O:28])[C:22]4=[O:25])=[CH:18][CH:17]=3)=[CH:12][CH:11]=2)=[O:8])[CH2:3][CH2:4][CH2:5][CH2:6][CH2:7]1. (3) Given the reactants [NH2:1][CH2:2][CH:3]([C:5]1[CH:6]=[CH:7][C:8]([OH:16])=[C:9]([NH:11][S:12]([CH3:15])(=[O:14])=[O:13])[CH:10]=1)[OH:4].[F:17][C:18]1[CH:19]=[C:20]([CH:29]=[CH:30][C:31]=1[N:32]1[CH2:37][CH2:36][C:35](=O)[CH2:34][CH2:33]1)[CH:21]=[C:22]1[S:26][C:25](=[O:27])[NH:24][C:23]1=[O:28], predict the reaction product. The product is: [O:27]=[C:25]1[NH:24][C:23](=[O:28])[C:22](=[CH:21][C:20]2[CH:29]=[CH:30][C:31]([N:32]3[CH2:37][CH2:36][CH:35]([NH:1][CH2:2][CH:3]([C:5]4[CH:6]=[CH:7][C:8]([OH:16])=[C:9]([NH:11][S:12]([CH3:15])(=[O:14])=[O:13])[CH:10]=4)[OH:4])[CH2:34][CH2:33]3)=[C:18]([F:17])[CH:19]=2)[S:26]1. (4) Given the reactants [OH:1][C:2]1[CH:23]=[CH:22][C:5]2[N:6]=[C:7]([NH:9][C:10]([C:12]3[CH:21]=[CH:20][C:15]([C:16]([O:18]C)=[O:17])=[CH:14][CH:13]=3)=[O:11])[S:8][C:4]=2[CH:3]=1.[OH-].[Li+], predict the reaction product. The product is: [OH:1][C:2]1[CH:23]=[CH:22][C:5]2[N:6]=[C:7]([NH:9][C:10]([C:12]3[CH:21]=[CH:20][C:15]([C:16]([OH:18])=[O:17])=[CH:14][CH:13]=3)=[O:11])[S:8][C:4]=2[CH:3]=1. (5) Given the reactants [C:1]([C:4]1[C:9]([NH:10]C(=O)OCC)=[CH:8][CH:7]=[CH:6][N:5]=1)#[C:2][CH3:3].[OH-].[Na+], predict the reaction product. The product is: [CH3:3][C:2]1[NH:10][C:9]2[C:4](=[N:5][CH:6]=[CH:7][CH:8]=2)[CH:1]=1. (6) Given the reactants [Cl:1][C:2]1[N:10]=[CH:9][N:8]=[C:7]2[C:3]=1[N:4]=[CH:5][N:6]2[C@H:11]1[C@H:33]([OH:34])[C@@H:14]2[O:15][Si:16]([CH:30]([CH3:32])[CH3:31])([CH:27]([CH3:29])[CH3:28])[O:17][Si:18]([CH:24]([CH3:26])[CH3:25])([CH:21]([CH3:23])[CH3:22])[O:19][CH2:20][C@H:13]2[CH2:12]1.[CH:35]1[CH:40]=[CH:39][C:38]([O:41][C:42](Cl)=[S:43])=[CH:37][CH:36]=1, predict the reaction product. The product is: [C:42](=[S:43])([O:41][C:38]1[CH:39]=[CH:40][CH:35]=[CH:36][CH:37]=1)[O:34][C@@H:33]1[C@@H:14]2[O:15][Si:16]([CH:27]([CH3:29])[CH3:28])([CH:30]([CH3:32])[CH3:31])[O:17][Si:18]([CH:24]([CH3:25])[CH3:26])([CH:21]([CH3:22])[CH3:23])[O:19][CH2:20][C@H:13]2[CH2:12][C@H:11]1[N:6]1[CH:5]=[N:4][C:3]2[C:7]1=[N:8][CH:9]=[N:10][C:2]=2[Cl:1].